From a dataset of Catalyst prediction with 721,799 reactions and 888 catalyst types from USPTO. Predict which catalyst facilitates the given reaction. (1) Reactant: [NH:1]1[CH2:6][CH2:5][CH:4]([CH2:7][C:8]([OH:10])=[O:9])[CH2:3][CH2:2]1.[C:11](O[C:11]([O:13][C:14]([CH3:17])([CH3:16])[CH3:15])=[O:12])([O:13][C:14]([CH3:17])([CH3:16])[CH3:15])=[O:12].C(=O)(O)[O-].[Na+]. Product: [C:14]([O:13][C:11]([N:1]1[CH2:6][CH2:5][CH:4]([CH2:7][C:8]([OH:10])=[O:9])[CH2:3][CH2:2]1)=[O:12])([CH3:17])([CH3:16])[CH3:15]. The catalyst class is: 20. (2) Reactant: C[O:2][C:3](=[O:23])[CH2:4][CH2:5][N:6]1[C:11]2[CH:12]=[C:13]([CH3:17])[CH:14]=[C:15]([CH3:16])[C:10]=2[O:9][C@H:8]([C@H:18]([CH2:20][CH3:21])[CH3:19])[C:7]1=[O:22].[OH-].[Na+]. Product: [C@@H:18]([C@@H:8]1[C:7](=[O:22])[N:6]([CH2:5][CH2:4][C:3]([OH:23])=[O:2])[C:11]2[CH:12]=[C:13]([CH3:17])[CH:14]=[C:15]([CH3:16])[C:10]=2[O:9]1)([CH2:20][CH3:21])[CH3:19]. The catalyst class is: 5. (3) Reactant: [SH:1][C:2]1[C:6]([C:7]([NH2:9])=[O:8])=[C:5]([NH:10][C:11]2[CH:12]=[N:13][CH:14]=[CH:15][CH:16]=2)[S:4][N:3]=1.CCN(C(C)C)C(C)C.[Cl:26][C:27]1[CH:34]=[CH:33][C:30]([CH2:31]Cl)=[CH:29][CH:28]=1.O. Product: [Cl:26][C:27]1[CH:34]=[CH:33][C:30]([CH2:31][S:1][C:2]2[C:6]([C:7]([NH2:9])=[O:8])=[C:5]([NH:10][C:11]3[CH:12]=[N:13][CH:14]=[CH:15][CH:16]=3)[S:4][N:3]=2)=[CH:29][CH:28]=1. The catalyst class is: 3.